Dataset: Catalyst prediction with 721,799 reactions and 888 catalyst types from USPTO. Task: Predict which catalyst facilitates the given reaction. (1) Reactant: [F:1][C:2]([F:26])([F:25])[C:3]1[CH:20]=[C:19]([C:21]([F:24])([F:23])[F:22])[CH:18]=[CH:17][C:4]=1[CH2:5][O:6][C:7]1[CH:14]=[CH:13][C:10](C=O)=[CH:9][C:8]=1[O:15][CH3:16].[NH:27]=[C:28]1[CH2:32][N:31]([CH3:33])[C:30](=[O:34])[N:29]1C(C1C=CC=CC=1)=O.[CH3:43]C(C)([O-])C.[K+]. Product: [NH2:27][C:28]1=[N:29][C:30](=[O:34])[N:31]([CH3:33])/[C:32]/1=[CH:43]\[C:10]1[CH:13]=[CH:14][C:7]([O:6][CH2:5][C:4]2[CH:17]=[CH:18][C:19]([C:21]([F:23])([F:22])[F:24])=[CH:20][C:3]=2[C:2]([F:1])([F:25])[F:26])=[C:8]([O:15][CH3:16])[CH:9]=1. The catalyst class is: 8. (2) Reactant: [CH:1]1([N:4]([CH2:18][C:19]2[O:23][CH:22]=[C:21]([C:24](O)=[O:25])[CH:20]=2)[S:5]([C:8]2[C:13]([CH3:14])=[CH:12][C:11]([O:15][CH3:16])=[CH:10][C:9]=2[CH3:17])(=[O:7])=[O:6])[CH2:3][CH2:2]1.[CH3:27][N:28]1[CH2:33][CH2:32][CH:31]([N:34]2[CH2:39][CH2:38][NH:37][CH2:36][CH2:35]2)[CH2:30][CH2:29]1.CC(C)N=C=NC(C)C.C1C=CC2N(O)N=NC=2C=1. Product: [CH:1]1([N:4]([CH2:18][C:19]2[O:23][CH:22]=[C:21]([C:24]([N:37]3[CH2:36][CH2:35][N:34]([CH:31]4[CH2:32][CH2:33][N:28]([CH3:27])[CH2:29][CH2:30]4)[CH2:39][CH2:38]3)=[O:25])[CH:20]=2)[S:5]([C:8]2[C:9]([CH3:17])=[CH:10][C:11]([O:15][CH3:16])=[CH:12][C:13]=2[CH3:14])(=[O:6])=[O:7])[CH2:2][CH2:3]1. The catalyst class is: 2.